This data is from Full USPTO retrosynthesis dataset with 1.9M reactions from patents (1976-2016). The task is: Predict the reactants needed to synthesize the given product. (1) The reactants are: [CH3:1][N:2]1[C@H:14]2[C@H:5]([CH2:6][CH2:7][C:8]3[CH:9]=[CH:10][N:11]=[CH:12][C:13]=32)[CH2:4][CH2:3]1.[I:15][CH2:16][CH2:17][CH2:18][CH2:19][CH2:20][CH2:21][CH2:22][CH2:23][CH2:24][CH2:25][CH3:26]. Given the product [I-:15].[CH3:1][N:2]1[C@H:14]2[C@H:5]([CH2:6][CH2:7][C:8]3[CH:9]=[CH:10][N+:11]([CH2:26][CH2:25][CH2:24][CH2:23][CH2:22][CH2:21][CH2:20][CH2:19][CH2:18][CH2:17][CH3:16])=[CH:12][C:13]=32)[CH2:4][CH2:3]1, predict the reactants needed to synthesize it. (2) Given the product [CH2:1]([O:8][C:9]1[C:10]([O:24][CH3:25])=[CH:11][C:12]([C:20]([CH3:21])([CH3:23])[CH3:22])=[C:13](/[CH:15]=[CH:16]/[C:17]([NH:50][CH2:49][CH2:48][C:42]2[CH:43]=[CH:44][C:45]([O:46][CH3:47])=[C:40]([O:39][CH2:32][C:33]3[CH:34]=[CH:35][CH:36]=[CH:37][CH:38]=3)[CH:41]=2)=[O:18])[CH:14]=1)[C:2]1[CH:3]=[CH:4][CH:5]=[CH:6][CH:7]=1, predict the reactants needed to synthesize it. The reactants are: [CH2:1]([O:8][C:9]1[C:10]([O:24][CH3:25])=[CH:11][C:12]([C:20]([CH3:23])([CH3:22])[CH3:21])=[C:13](/[CH:15]=[CH:16]/[C:17](O)=[O:18])[CH:14]=1)[C:2]1[CH:7]=[CH:6][CH:5]=[CH:4][CH:3]=1.C(Cl)(=O)C(Cl)=O.[CH2:32]([O:39][C:40]1[CH:41]=[C:42]([CH2:48][CH2:49][NH2:50])[CH:43]=[CH:44][C:45]=1[O:46][CH3:47])[C:33]1[CH:38]=[CH:37][CH:36]=[CH:35][CH:34]=1.CCN(C(C)C)C(C)C. (3) Given the product [CH2:12]([O:11][C:8]1[CH:7]=[CH:6][C:5]([C:4]([N:3]([O:2][CH3:1])[CH3:24])=[O:23])=[CH:10][CH:9]=1)[C:13]1[CH:22]=[CH:21][CH:20]=[CH:15][CH:16]=1, predict the reactants needed to synthesize it. The reactants are: [CH3:1][O:2][N:3]([CH3:24])[C:4](=[O:23])[C:5]1[CH:10]=[CH:9][C:8]([O:11][CH2:12][C:13]2[CH:22]=[CH:21][C:20]3[C:15](=[CH:16]C=CC=3)N=2)=[CH:7][CH:6]=1.C(OC1C=CC(C(O)=O)=CC=1)C1C=CC=CC=1. (4) Given the product [Br:11][C:12]1[CH:13]=[C:14]([N:19]([CH2:20][CH:21]([O:25][CH2:26][CH3:27])[O:22][CH2:23][CH3:24])[S:7]([C:1]2[CH:6]=[CH:5][CH:4]=[CH:3][CH:2]=2)(=[O:9])=[O:8])[CH:15]=[CH:16][C:17]=1[CH3:18], predict the reactants needed to synthesize it. The reactants are: [C:1]1([S:7](Cl)(=[O:9])=[O:8])[CH:6]=[CH:5][CH:4]=[CH:3][CH:2]=1.[Br:11][C:12]1[CH:13]=[C:14]([NH:19][CH2:20][CH:21]([O:25][CH2:26][CH3:27])[O:22][CH2:23][CH3:24])[CH:15]=[CH:16][C:17]=1[CH3:18].N1C=CC=CC=1.C(=O)([O-])O.[Na+]. (5) Given the product [Br:19][C:15]1[CH:14]=[C:13]([CH:18]=[CH:17][CH:16]=1)[CH2:12][C:11]1[N:1]=[C:2]([C:3]([O:5][CH2:6][CH3:7])=[O:4])[S:8][C:10]=1[CH3:21], predict the reactants needed to synthesize it. The reactants are: [NH2:1][C:2](=[S:8])[C:3]([O:5][CH2:6][CH3:7])=[O:4].Br[CH:10]([CH3:21])[C:11](=O)[CH2:12][C:13]1[CH:18]=[CH:17][CH:16]=[C:15]([Br:19])[CH:14]=1.